Dataset: Forward reaction prediction with 1.9M reactions from USPTO patents (1976-2016). Task: Predict the product of the given reaction. (1) The product is: [F:1][C:2]1[CH:3]=[CH:4][C:5]([O:31][CH3:32])=[C:6]([C:8]2[CH:13]=[CH:12][N:11]=[C:10]3[NH:14][C:15]([C:17]4[CH2:22][CH2:21][N:20]([CH2:23][C:24]([OH:26])=[O:25])[CH2:19][CH:18]=4)=[CH:16][C:9]=23)[CH:7]=1. Given the reactants [F:1][C:2]1[CH:3]=[CH:4][C:5]([O:31][CH3:32])=[C:6]([C:8]2[CH:13]=[CH:12][N:11]=[C:10]3[NH:14][C:15]([C:17]4[CH2:22][CH2:21][N:20]([CH2:23][C:24]([O:26]C(C)(C)C)=[O:25])[CH2:19][CH:18]=4)=[CH:16][C:9]=23)[CH:7]=1.FC(F)(F)C(O)=O, predict the reaction product. (2) Given the reactants [C:1]1([S:7]([C:10]2[CH:11]=[CH:12][C:13]([CH2:20][CH2:21][CH3:22])=[C:14]([S:16](Cl)(=[O:18])=[O:17])[CH:15]=2)(=[O:9])=[O:8])[CH:6]=[CH:5][CH:4]=[CH:3][CH:2]=1.[O:23]1[CH2:28][CH2:27][CH:26]([CH2:29][CH2:30][NH2:31])[CH2:25][CH2:24]1, predict the reaction product. The product is: [C:1]1([S:7]([C:10]2[CH:11]=[CH:12][C:13]([CH2:20][CH2:21][CH3:22])=[C:14]([S:16]([NH:31][CH2:30][CH2:29][CH:26]3[CH2:27][CH2:28][O:23][CH2:24][CH2:25]3)(=[O:18])=[O:17])[CH:15]=2)(=[O:9])=[O:8])[CH:6]=[CH:5][CH:4]=[CH:3][CH:2]=1.